This data is from Catalyst prediction with 721,799 reactions and 888 catalyst types from USPTO. The task is: Predict which catalyst facilitates the given reaction. Reactant: [S:1]([Cl:5])(Cl)(=[O:3])=[O:2].Cl.[CH:7]1([NH2:11])[CH2:10][CH2:9][CH2:8]1. Product: [CH:7]1([NH:11][S:1]([Cl:5])(=[O:3])=[O:2])[CH2:10][CH2:9][CH2:8]1. The catalyst class is: 23.